The task is: Regression. Given two drug SMILES strings and cell line genomic features, predict the synergy score measuring deviation from expected non-interaction effect.. This data is from Merck oncology drug combination screen with 23,052 pairs across 39 cell lines. (1) Drug 1: O=S1(=O)NC2(CN1CC(F)(F)F)C1CCC2Cc2cc(C=CCN3CCC(C(F)(F)F)CC3)ccc2C1. Drug 2: CN(Cc1cnc2nc(N)nc(N)c2n1)c1ccc(C(=O)NC(CCC(=O)O)C(=O)O)cc1. Cell line: RKO. Synergy scores: synergy=-24.2. (2) Drug 1: O=S1(=O)NC2(CN1CC(F)(F)F)C1CCC2Cc2cc(C=CCN3CCC(C(F)(F)F)CC3)ccc2C1. Drug 2: CCC1(O)CC2CN(CCc3c([nH]c4ccccc34)C(C(=O)OC)(c3cc4c(cc3OC)N(C)C3C(O)(C(=O)OC)C(OC(C)=O)C5(CC)C=CCN6CCC43C65)C2)C1. Cell line: SKMEL30. Synergy scores: synergy=28.7.